This data is from Full USPTO retrosynthesis dataset with 1.9M reactions from patents (1976-2016). The task is: Predict the reactants needed to synthesize the given product. (1) Given the product [Br:29][C:19]1[C:20]([Cl:21])=[C:15]([C:9]2[C:10]([F:14])=[CH:11][CH:12]=[CH:13][C:8]=2[Cl:7])[C:16]([Cl:23])=[N:17][C:18]=1[Cl:22], predict the reactants needed to synthesize it. The reactants are: CN(CCO)C.[Cl:7][C:8]1[CH:13]=[CH:12][CH:11]=[C:10]([F:14])[C:9]=1[C:15]1[C:16]([Cl:23])=[N:17][C:18]([Cl:22])=[CH:19][C:20]=1[Cl:21].C([Li])CCC.[Br:29]C(F)(F)C(F)(F)Br.Cl. (2) Given the product [NH2:1][C:2]1[N:10]=[CH:9][N:8]=[C:7]2[C:3]=1[N:4]=[CH:5][N:6]2[C@@H:11]1[O:12][C@H:13]([CH2:21][N:22]([CH:41]([CH3:42])[CH3:43])[C:23](=[O:40])[CH2:24][CH2:25][CH2:26][C:27]2[NH:31][C:30]3[CH:32]=[CH:33][C:34]([C:36]([CH3:38])([CH3:37])[CH3:39])=[CH:35][C:29]=3[N:28]=2)[C@@H:14]([OH:18])[C@H:15]1[OH:16], predict the reactants needed to synthesize it. The reactants are: [NH2:1][C:2]1[N:10]=[CH:9][N:8]=[C:7]2[C:3]=1[N:4]=[CH:5][N:6]2[C@H:11]1[C@@H:15]2[O:16]C(C)(C)[O:18][C@@H:14]2[C@@H:13]([CH2:21][N:22]([CH:41]([CH3:43])[CH3:42])[C:23](=[O:40])[CH2:24][CH2:25][CH2:26][C:27]2[NH:31][C:30]3[CH:32]=[CH:33][C:34]([C:36]([CH3:39])([CH3:38])[CH3:37])=[CH:35][C:29]=3[N:28]=2)[O:12]1. (3) Given the product [CH2:1]([O:3][C:4](=[O:18])[CH:5]([O:15][CH2:16][CH3:17])[CH2:6][C:7]1[CH:12]=[CH:11][C:10]([O:13][CH2:20][C:21]2[N:22]=[C:23]([C:26]3[CH:27]=[CH:28][CH:29]=[CH:30][CH:31]=3)[S:24][CH:25]=2)=[CH:9][C:8]=1[CH3:14])[CH3:2], predict the reactants needed to synthesize it. The reactants are: [CH2:1]([O:3][C:4](=[O:18])[CH:5]([O:15][CH2:16][CH3:17])[CH2:6][C:7]1[CH:12]=[CH:11][C:10]([OH:13])=[CH:9][C:8]=1[CH3:14])[CH3:2].Cl[CH2:20][C:21]1[N:22]=[C:23]([C:26]2[CH:31]=[CH:30][CH:29]=[CH:28][CH:27]=2)[S:24][CH:25]=1.C(N)(=S)C1C=CC=CC=1.ClCC(CCl)=O.C(=O)([O-])[O-].[Cs+].[Cs+].[I-].[K+].